Dataset: Forward reaction prediction with 1.9M reactions from USPTO patents (1976-2016). Task: Predict the product of the given reaction. Given the reactants F[C:2]1[C:3]([CH3:15])=[N:4][C:5]2[C:10]([N:11]=1)=[C:9]([C:12](=[O:14])[CH3:13])[CH:8]=[CH:7][CH:6]=2.[ClH:16], predict the reaction product. The product is: [Cl:16][C:2]1[C:3]([CH3:15])=[N:4][C:5]2[C:10]([N:11]=1)=[C:9]([C:12](=[O:14])[CH3:13])[CH:8]=[CH:7][CH:6]=2.